From a dataset of Forward reaction prediction with 1.9M reactions from USPTO patents (1976-2016). Predict the product of the given reaction. (1) Given the reactants [CH2:1]([O:3][C:4]1[C:5]([OH:32])=[C:6]([CH:10]=[C:11]([CH:13]2[C:18]([C:19]3[CH:24]=[CH:23][CH:22]=[CH:21][CH:20]=3)=[C:17]([C:25]3[CH:30]=[CH:29][CH:28]=[CH:27][CH:26]=3)[NH:16][C:15](=[O:31])[NH:14]2)[CH:12]=1)[C:7]([OH:9])=O)[CH3:2].[NH4+].[Cl-].CC[N:37]=C=NCCCN(C)C.C1C=CC2N(O)N=NC=2C=1.CN1CCOCC1, predict the reaction product. The product is: [CH2:1]([O:3][C:4]1[C:5]([OH:32])=[C:6]([CH:10]=[C:11]([CH:13]2[C:18]([C:19]3[CH:24]=[CH:23][CH:22]=[CH:21][CH:20]=3)=[C:17]([C:25]3[CH:30]=[CH:29][CH:28]=[CH:27][CH:26]=3)[NH:16][C:15](=[O:31])[NH:14]2)[CH:12]=1)[C:7]([NH2:37])=[O:9])[CH3:2]. (2) Given the reactants [CH3:1][C:2]1[CH:3]=[C:4]2[C:9](=[CH:10][CH:11]=1)[O:8][CH2:7][CH2:6][C:5]2=[O:12].CC1(C)N([Br:19])C(=O)N(Br)C1=O.N(C(C)(C)C#N)=NC(C)(C)C#N, predict the reaction product. The product is: [Br:19][CH2:1][C:2]1[CH:3]=[C:4]2[C:9](=[CH:10][CH:11]=1)[O:8][CH2:7][CH2:6][C:5]2=[O:12]. (3) The product is: [Cl:32][C:6]1[CH:5]=[N:4][CH:3]=[C:2]([Cl:1])[C:7]=1[NH:8][C:9]([C:11]1[CH:19]=[C:18]2[C:14]([C:15]([CH:30]([OH:31])[CH3:33])=[CH:16][N:17]2[S:20]([C:23]2[CH:28]=[CH:27][C:26]([CH3:29])=[CH:25][CH:24]=2)(=[O:22])=[O:21])=[CH:13][CH:12]=1)=[O:10]. Given the reactants [Cl:1][C:2]1[CH:3]=[N:4][CH:5]=[C:6]([Cl:32])[C:7]=1[NH:8][C:9]([C:11]1[CH:19]=[C:18]2[C:14]([C:15]([CH:30]=[O:31])=[CH:16][N:17]2[S:20]([C:23]2[CH:28]=[CH:27][C:26]([CH3:29])=[CH:25][CH:24]=2)(=[O:22])=[O:21])=[CH:13][CH:12]=1)=[O:10].[CH3:33][Mg]Br, predict the reaction product.